Dataset: Reaction yield outcomes from USPTO patents with 853,638 reactions. Task: Predict the reaction yield, written as a fraction of the theoretical maximum amount of product (1.0 means a 100% yield; for example, 0.34 means a 34% yield). (1) The reactants are I[C:2]1[CH:3]=[C:4]([CH:8]=[C:9]([N+:11]([O-:13])=[O:12])[CH:10]=1)[C:5]([OH:7])=[O:6].B(O)(O)[C:15]1[CH:16]=[CH:17][C:18]([CH3:21])=[CH:19][CH:20]=1.C([O-])([O-])=O.[Cs+].[Cs+].[OH-].[Na+]. The catalyst is C1(C)C=CC=CC=1.C(O)C.O.C1C=CC([P]([Pd]([P](C2C=CC=CC=2)(C2C=CC=CC=2)C2C=CC=CC=2)([P](C2C=CC=CC=2)(C2C=CC=CC=2)C2C=CC=CC=2)[P](C2C=CC=CC=2)(C2C=CC=CC=2)C2C=CC=CC=2)(C2C=CC=CC=2)C2C=CC=CC=2)=CC=1. The product is [CH3:21][C:18]1[CH:19]=[CH:20][C:15]([C:2]2[CH:10]=[C:9]([N+:11]([O-:13])=[O:12])[CH:8]=[C:4]([C:5]([OH:7])=[O:6])[CH:3]=2)=[CH:16][CH:17]=1. The yield is 0.972. (2) The reactants are C([O:8][NH:9][C:10]1[CH:15]=[CH:14][N:13]([C@H:16]2[C@:20]3([CH3:25])[O:21][C:22](=[O:24])[O:23][C@@H:19]3[C@@H:18]([CH2:26][O:27][P:28]([O:39][C:40]3[CH:45]=[CH:44][CH:43]=[CH:42][C:41]=3[CH2:46][CH2:47][C:48]([O:50][CH:51]([CH3:53])[CH3:52])=[O:49])([NH:30][C@@H:31]([CH3:38])[C:32]([O:34][CH:35]([CH3:37])[CH3:36])=[O:33])=[O:29])[O:17]2)[C:12](=[O:54])[N:11]=1)C1C=CC=CC=1.C1CC=CCC=1. The catalyst is CCO.[Pd]. The product is [OH:8][NH:9][C:10]1[CH:15]=[CH:14][N:13]([C@H:16]2[C@:20]3([CH3:25])[O:21][C:22](=[O:24])[O:23][C@@H:19]3[C@@H:18]([CH2:26][O:27][P:28]([O:39][C:40]3[CH:45]=[CH:44][CH:43]=[CH:42][C:41]=3[CH2:46][CH2:47][C:48]([O:50][CH:51]([CH3:53])[CH3:52])=[O:49])([NH:30][C@@H:31]([CH3:38])[C:32]([O:34][CH:35]([CH3:37])[CH3:36])=[O:33])=[O:29])[O:17]2)[C:12](=[O:54])[N:11]=1. The yield is 0.620. (3) The reactants are [H-].[Al+3].[Li+].[H-].[H-].[H-].[Cl:7][C:8]1[CH:9]=[CH:10][C:11]2[CH2:12][C@H:13]3[C:20](=O)[NH:19][C@H:18]([CH3:22])[C:17](=O)[N:14]3[C:15]=2[CH:16]=1.[OH-].[Na+].S([O-])([O-])(=O)=O.[Mg+2].Cl. The catalyst is CCOCC.O. The product is [ClH:7].[Cl:7][C:8]1[CH:9]=[CH:10][C:11]2[CH2:12][C@H:13]3[CH2:20][NH:19][C@H:18]([CH3:22])[CH2:17][N:14]3[C:15]=2[CH:16]=1. The yield is 0.830. (4) The reactants are Cl.[C:2]([C:6]1[O:10][N:9]=[C:8]([NH:11][C:12](=[O:36])[NH:13][C:14]2[CH:19]=[CH:18][C:17]([NH:20][C:21](=[O:35])[C:22]3[CH:27]=[CH:26][C:25]([O:28][CH2:29][C@@H:30]4[CH2:34][CH2:33][NH:32][CH2:31]4)=[CH:24][N:23]=3)=[CH:16][CH:15]=2)[CH:7]=1)([CH3:5])([CH3:4])[CH3:3].Cl.F[CH2:39][C:40](C1ON=C(NC(=O)NC2C=CC(NC(=O)C3C=CC(OC4CCNCC4)=CN=3)=CC=2)C=1)(C)[CH2:41]F. No catalyst specified. The product is [C:2]([C:6]1[O:10][N:9]=[C:8]([NH:11][C:12](=[O:36])[NH:13][C:14]2[CH:15]=[CH:16][C:17]([NH:20][C:21](=[O:35])[C:22]3[CH:27]=[CH:26][C:25]([O:28][CH2:29][C@@H:30]4[CH2:34][CH2:33][N:32]([CH:40]([CH3:41])[CH3:39])[CH2:31]4)=[CH:24][N:23]=3)=[CH:18][CH:19]=2)[CH:7]=1)([CH3:5])([CH3:3])[CH3:4]. The yield is 0.200. (5) The reactants are [Cl:1][C:2]1[CH:3]=[C:4]([NH2:10])[C:5]([NH2:9])=[CH:6][C:7]=1[Cl:8].C(N(CC)CC)C.O=[S:19](Cl)Cl. The catalyst is ClCCl. The product is [Cl:1][C:2]1[C:7]([Cl:8])=[CH:6][C:5]2[C:4]([CH:3]=1)=[N:10][S:19][N:9]=2. The yield is 0.680. (6) The reactants are [Br:1][C:2]1[CH:3]=[C:4]([C:11]([NH:13][CH2:14][C:15]2[C:16](=[O:23])[NH:17][C:18]([CH3:22])=[CH:19][C:20]=2[CH3:21])=[O:12])[C:5]2[CH:10]=[N:9][NH:8][C:6]=2[N:7]=1.C([O-])([O-])=O.[K+].[K+].Cl[CH:31]=[C:32]([CH3:34])[CH3:33].O. The catalyst is CN(C=O)C.CO.C(Cl)Cl. The product is [Br:1][C:2]1[CH:3]=[C:4]([C:11]([NH:13][CH2:14][C:15]2[C:16](=[O:23])[NH:17][C:18]([CH3:22])=[CH:19][C:20]=2[CH3:21])=[O:12])[C:5]2[CH:10]=[N:9][N:8]([CH2:33][C:32]([CH3:34])=[CH2:31])[C:6]=2[N:7]=1. The yield is 0.438. (7) The reactants are [CH2:1]([N:8]1[C:16]2[CH:15]=[C:14]([O:17][CH3:18])[CH:13]=[CH:12][C:11]=2[C:10]2[N:19]=[C:20](Br)[CH:21]=[C:22]([C:23]([O:25][CH3:26])=[O:24])[C:9]1=2)[C:2]1[CH:7]=[CH:6][CH:5]=[CH:4][CH:3]=1.CC1(C)C2C=CC=C(P(C3C=CC=CC=3)C3C=CC=CC=3)C=2OC2C1=CC=CC=2P(C1C=CC=CC=1)C1C=CC=CC=1.C([O-])([O-])=O.[Cs+].[Cs+].[NH:76]1[CH2:81][CH2:80][CH2:79][CH2:78][CH2:77]1. The catalyst is CCOC(C)=O.C1C=CC(/C=C/C(/C=C/C2C=CC=CC=2)=O)=CC=1.C1C=CC(/C=C/C(/C=C/C2C=CC=CC=2)=O)=CC=1.C1C=CC(/C=C/C(/C=C/C2C=CC=CC=2)=O)=CC=1.C(Cl)(Cl)Cl.[Pd].[Pd].O1CCOCC1. The product is [CH2:1]([N:8]1[C:16]2[CH:15]=[C:14]([O:17][CH3:18])[CH:13]=[CH:12][C:11]=2[C:10]2[N:19]=[C:20]([N:76]3[CH2:81][CH2:80][CH2:79][CH2:78][CH2:77]3)[CH:21]=[C:22]([C:23]([O:25][CH3:26])=[O:24])[C:9]1=2)[C:2]1[CH:7]=[CH:6][CH:5]=[CH:4][CH:3]=1. The yield is 0.560. (8) The reactants are CNC1[S:7][CH:6]=[N:5]C=1.O.O[N:10]1[C:14]2[CH:15]=[CH:16][CH:16]=[CH:15][C:14]=2[N:10]=N1.Cl.CN(C)CCCN=C=NCC.[CH3:31][O:32][C:33]1[CH:38]=[CH:37][C:36]([S:39][C:40]2[C:41]([C:52]([OH:54])=O)=[N:42][C:43]([S:46][C:47]3[NH:51][CH:50]=[N:49][N:48]=3)=[CH:44][CH:45]=2)=[CH:35][CH:34]=1.C(=O)([O-])O.[Na+]. The catalyst is ClCCl. The product is [CH3:31][O:32][C:33]1[CH:38]=[CH:37][C:36]([S:39][C:40]2[C:41]([C:52]([NH:5][C:6]3[S:7][C:15]([CH3:16])=[CH:14][N:10]=3)=[O:54])=[N:42][C:43]([S:46][C:47]3[NH:51][CH:50]=[N:49][N:48]=3)=[CH:44][CH:45]=2)=[CH:35][CH:34]=1. The yield is 0.150. (9) The reactants are [CH:1]1([NH:6][C:7]2[C:12]([N+:13]([O-])=O)=[CH:11][N:10]=[C:9]([NH:16][C@H:17]3[CH2:22][CH2:21][C@H:20]([OH:23])[CH2:19][CH2:18]3)[N:8]=2)[CH2:5][CH2:4][CH2:3][CH2:2]1. The product is [NH2:13][C:12]1[C:7]([NH:6][CH:1]2[CH2:5][CH2:4][CH2:3][CH2:2]2)=[N:8][C:9]([NH:16][C@H:17]2[CH2:18][CH2:19][C@H:20]([OH:23])[CH2:21][CH2:22]2)=[N:10][CH:11]=1. The catalyst is CCO.[Pd]. The yield is 1.00.